From a dataset of Full USPTO retrosynthesis dataset with 1.9M reactions from patents (1976-2016). Predict the reactants needed to synthesize the given product. (1) Given the product [CH3:1][O:2][C:3]1[C:8]([C:9]2[CH:14]=[CH:13][N:12]=[CH:11][C:10]=2[N:15]([CH2:16][C:17]([F:18])([F:20])[F:19])[C:26](=[O:27])[C:25]2[CH:29]=[C:30]([C:32]([F:33])([F:34])[F:35])[N:31]=[C:23]([C:22]([F:37])([F:21])[F:36])[CH:24]=2)=[CH:7][CH:6]=[CH:5][N:4]=1, predict the reactants needed to synthesize it. The reactants are: [CH3:1][O:2][C:3]1[C:8]([C:9]2[CH:14]=[CH:13][N:12]=[CH:11][C:10]=2[NH:15][CH2:16][C:17]([F:20])([F:19])[F:18])=[CH:7][CH:6]=[CH:5][N:4]=1.[F:21][C:22]([F:37])([F:36])[C:23]1[CH:24]=[C:25]([CH:29]=[C:30]([C:32]([F:35])([F:34])[F:33])[N:31]=1)[C:26](O)=[O:27]. (2) Given the product [CH3:24][C:21]1([CH3:25])[O:20][CH2:19][C:18]([NH:26][C:27](=[O:33])[O:28][C:29]([CH3:32])([CH3:31])[CH3:30])([CH2:16][NH:13][C:12]2[CH:11]=[CH:10][C:9]([CH2:1][CH2:2][CH2:3][CH2:4][CH2:5][CH2:6][CH2:7][CH3:8])=[CH:15][CH:14]=2)[CH2:23][O:22]1, predict the reactants needed to synthesize it. The reactants are: [CH2:1]([C:9]1[CH:15]=[CH:14][C:12]([NH2:13])=[CH:11][CH:10]=1)[CH2:2][CH2:3][CH2:4][CH2:5][CH2:6][CH2:7][CH3:8].[CH:16]([C:18]1([NH:26][C:27](=[O:33])[O:28][C:29]([CH3:32])([CH3:31])[CH3:30])[CH2:23][O:22][C:21]([CH3:25])([CH3:24])[O:20][CH2:19]1)=O.[BH-](OC(C)=O)(OC(C)=O)OC(C)=O.[Na+].ClCCCl. (3) Given the product [CH3:34][N:26]([CH2:27][CH:28]1[CH2:33][CH2:32][O:31][CH2:30][CH2:29]1)[C:24]1[CH:23]=[N:22][CH:21]=[C:20]([C:9]2[CH:10]=[C:11]3[CH:17]=[CH:16][NH:15][C:12]3=[N:13][CH:14]=2)[N:25]=1, predict the reactants needed to synthesize it. The reactants are: CC1(C)C(C)(C)OB([C:9]2[CH:10]=[C:11]3[CH:17]=[CH:16][NH:15][C:12]3=[N:13][CH:14]=2)O1.Cl[C:20]1[N:25]=[C:24]([N:26]([CH3:34])[CH2:27][CH:28]2[CH2:33][CH2:32][O:31][CH2:30][CH2:29]2)[CH:23]=[N:22][CH:21]=1.C([O-])([O-])=O.[Cs+].[Cs+].CO.C(Cl)(Cl)Cl.